Regression/Classification. Given a drug SMILES string, predict its absorption, distribution, metabolism, or excretion properties. Task type varies by dataset: regression for continuous measurements (e.g., permeability, clearance, half-life) or binary classification for categorical outcomes (e.g., BBB penetration, CYP inhibition). Dataset: cyp2c9_veith. From a dataset of CYP2C9 inhibition data for predicting drug metabolism from PubChem BioAssay. (1) The drug is CC(=O)c1ccc(-n2c(CCC(=O)O)ccc2-c2cccs2)cc1. The result is 1 (inhibitor). (2) The drug is COc1cccc(Cn2c(=O)c(-c3cc(F)cc(F)c3)nc3cnc(N4CCNCC4)nc32)c1. The result is 1 (inhibitor). (3) The drug is CCN1/C(=C/c2ccc3cccc(C)c3[n+]2CC)Sc2ccccc21.[I-]. The result is 0 (non-inhibitor). (4) The molecule is O=C(c1ccncc1)N1CCC2(CC1)CCN(c1ccncc1)CC2. The result is 0 (non-inhibitor). (5) The compound is CC(C)CCn1c(N)c(C(=O)NCc2cccs2)c2nc3ccccc3nc21. The result is 1 (inhibitor).